This data is from Full USPTO retrosynthesis dataset with 1.9M reactions from patents (1976-2016). The task is: Predict the reactants needed to synthesize the given product. (1) Given the product [ClH:1].[CH3:7][C:8]1[CH:13]=[C:12]([C:14]2[CH:15]=[CH:16][C:17]3[N:23]4[CH2:24][C@H:20]([CH2:21][CH2:22]4)[N:19]([C:25]([NH:27][CH2:28][CH2:29][C:30]4[CH:35]=[CH:34][CH:33]=[CH:32][N:31]=4)=[O:26])[C:18]=3[N:36]=2)[CH:11]=[CH:10][N:9]=1, predict the reactants needed to synthesize it. The reactants are: [ClH:1].C(OCC)C.[CH3:7][C:8]1[CH:13]=[C:12]([C:14]2[CH:15]=[CH:16][C:17]3[N:23]4[CH2:24][C@H:20]([CH2:21][CH2:22]4)[N:19]([C:25]([NH:27][CH2:28][CH2:29][C:30]4[CH:35]=[CH:34][CH:33]=[CH:32][N:31]=4)=[O:26])[C:18]=3[N:36]=2)[CH:11]=[CH:10][N:9]=1. (2) Given the product [C:16]1([C:2]2[C:3](=[O:15])[O:4][CH2:5][C:6]=2[C:7]2[CH:12]=[CH:11][C:10]([S:13][CH3:14])=[CH:9][CH:8]=2)[CH:21]=[CH:20][CH:19]=[CH:18][CH:17]=1, predict the reactants needed to synthesize it. The reactants are: I[C:2]1[C:3](=[O:15])[O:4][CH2:5][C:6]=1[C:7]1[CH:12]=[CH:11][C:10]([S:13][CH3:14])=[CH:9][CH:8]=1.[C:16]1(B(O)O)[CH:21]=[CH:20][CH:19]=[CH:18][CH:17]=1.[As](C1C=CC=CC=1)(C1C=CC=CC=1)C1C=CC=CC=1.CCOCC. (3) Given the product [CH3:16][O:15][C:8]1[CH:7]=[CH:6][C:5]2[C:4]3[C:12](=[CH:13][CH:14]=[CH:2][CH:3]=3)[NH:11][C:10]=2[CH:9]=1, predict the reactants needed to synthesize it. The reactants are: I[C:2]1[CH:3]=[C:4]2[C:12](=[CH:13][CH:14]=1)[NH:11][C:10]1[CH:9]=[C:8]([O:15][CH3:16])[CH:7]=[CH:6][C:5]2=1.FCCOC1C=CC2C3C(=CC=CC=3)NC=2C=1.FCCN1C2C=C(O)C=CC=2C2C1=CC=CC=2.FCCNC1C=CC2NC3C(C=2C=1)=CC=C(OCCOCCOCCOC)C=3.FCCOC1C=C2C(C3C=CC(N(C)C)=CC=3N2)=CC=1.FCCOCCOCCOC1C=C2C(C3C=C(NC)C=CC=3N2)=CC=1.NC1C=CC2N(C(=O)CCOCCOCCOCCF)C3C(C=2C=1)=CC(N)=CC=3.FCCNC(C1C(O)=CC2=C3C(=CC=C2C=1)C1C(=CC=CC=1)N3)=O.ClC1C=C2C(=CC=1)NC1C=C(C(C)C(NCCF)=O)C=CC2=1.FC1C=C2C(=CC=1)NC1C=C(C(C)C(N(C)C)=O)C=CC2=1. (4) Given the product [CH3:20][O:21][CH2:22][CH2:23][CH2:24][NH:25][C:2]1[N:7]2[N:8]=[C:9]([NH:11][C:12](=[O:19])[C:13]3[CH:18]=[CH:17][CH:16]=[CH:15][CH:14]=3)[N:10]=[C:6]2[CH:5]=[CH:4][CH:3]=1, predict the reactants needed to synthesize it. The reactants are: Cl[C:2]1[N:7]2[N:8]=[C:9]([NH:11][C:12](=[O:19])[C:13]3[CH:18]=[CH:17][CH:16]=[CH:15][CH:14]=3)[N:10]=[C:6]2[CH:5]=[CH:4][CH:3]=1.[CH3:20][O:21][CH2:22][CH2:23][CH2:24][NH2:25]. (5) Given the product [F:1][C:2]1[CH:7]=[C:6]([O:16][C:17]2[C:22]3[CH2:23][C:24]([CH3:27])([CH3:26])[O:25][C:21]=3[CH:20]=[C:19]([C:28]([O:30][CH3:31])=[O:29])[CH:18]=2)[CH:5]=[N:4][C:3]=1[C:9]([N:11]1[CH2:14][CH:13]([F:15])[CH2:12]1)=[O:10], predict the reactants needed to synthesize it. The reactants are: [F:1][C:2]1[C:3]([C:9]([N:11]2[CH2:14][CH:13]([F:15])[CH2:12]2)=[O:10])=[N:4][CH:5]=[C:6](F)[CH:7]=1.[OH:16][C:17]1[C:22]2[CH2:23][C:24]([CH3:27])([CH3:26])[O:25][C:21]=2[CH:20]=[C:19]([C:28]([O:30][CH3:31])=[O:29])[CH:18]=1.C([O-])([O-])=O.[Cs+].[Cs+]. (6) The reactants are: Cl[C:2]([O:4][CH2:5][C:6]1[CH:11]=[CH:10][C:9]([N+:12]([O-:14])=[O:13])=[CH:8][CH:7]=1)=[O:3].[NH:15]1[C:19]2[CH:20]=[CH:21][CH:22]=[CH:23][C:18]=2[N:17]=[N:16]1.CCN(CC)CC. Given the product [N+:12]([C:9]1[CH:10]=[CH:11][C:6]([CH2:5][O:4][C:2]([C:23]2[C:18]3[N:17]=[N:16][NH:15][C:19]=3[CH:20]=[CH:21][CH:22]=2)=[O:3])=[CH:7][CH:8]=1)([O-:14])=[O:13], predict the reactants needed to synthesize it. (7) Given the product [F:50][C:38]([F:37])([S:46]([O-:49])(=[O:48])=[O:47])[CH2:39][O:40][C:41](=[O:45])[C:42]([CH3:44])=[CH2:43].[CH3:23][C:7]1[CH:6]=[C:5]([S+:24]2[C:28]3[CH:29]=[CH:30][CH:31]=[CH:32][C:27]=3[C:26]3[CH:33]=[CH:34][CH:35]=[CH:36][C:25]2=3)[CH:4]=[C:3]([CH3:2])[C:8]=1[O:9][CH2:10][C:11](=[O:22])[O:12][C:13]([C:16]1[CH:17]=[CH:18][CH:19]=[CH:20][CH:21]=1)([CH3:15])[CH3:14], predict the reactants needed to synthesize it. The reactants are: [Br-].[CH3:2][C:3]1[CH:4]=[C:5]([S+:24]2[C:28]3[CH:29]=[CH:30][CH:31]=[CH:32][C:27]=3[C:26]3[CH:33]=[CH:34][CH:35]=[CH:36][C:25]2=3)[CH:6]=[C:7]([CH3:23])[C:8]=1[O:9][CH2:10][C:11](=[O:22])[O:12][C:13]([C:16]1[CH:21]=[CH:20][CH:19]=[CH:18][CH:17]=1)([CH3:15])[CH3:14].[F:37][C:38]([F:50])([S:46]([O-:49])(=[O:48])=[O:47])[CH2:39][O:40][C:41](=[O:45])[C:42]([CH3:44])=[CH2:43].C([NH+](CC)CC)C.O. (8) Given the product [CH2:1]([O:8][CH2:9][C:10]1([S:13]([O-:16])(=[O:15])=[O:14])[CH2:11][CH2:12]1)[C:2]1[CH:3]=[CH:4][CH:5]=[CH:6][CH:7]=1.[K+:24], predict the reactants needed to synthesize it. The reactants are: [CH2:1]([O:8][CH2:9][C:10]1([S:13]([O:16]CCCC)(=[O:15])=[O:14])[CH2:12][CH2:11]1)[C:2]1[CH:7]=[CH:6][CH:5]=[CH:4][CH:3]=1.C([S-])#N.[K+:24]. (9) The reactants are: [C:1]([O:5][C:6](=[O:32])[NH:7][CH2:8]C1CN(S(C2C=CC(F)=CC=2)(=O)=O)C2C=C([N+]([O-])=O)C=CC=2O1)([CH3:4])([CH3:3])[CH3:2].CI.[H-].[Na+]. Given the product [C:1]([O:5][C:6](=[O:32])[NH:7][CH3:8])([CH3:4])([CH3:3])[CH3:2], predict the reactants needed to synthesize it.